This data is from Full USPTO retrosynthesis dataset with 1.9M reactions from patents (1976-2016). The task is: Predict the reactants needed to synthesize the given product. (1) Given the product [F:21][C:20]1[C:15]([NH:14][C:12]([C:7]2[CH:8]=[CH:9][CH:10]=[C:11]3[C:6]=2[N:5]=[CH:4][N:3]=[C:2]3[NH2:1])=[O:13])=[C:16]([O:38][CH3:39])[C:17]([NH:22][S:23]([CH2:26][CH2:27][CH3:28])(=[O:24])=[O:25])=[CH:18][CH:19]=1, predict the reactants needed to synthesize it. The reactants are: [NH2:1][C:2]1[C:11]2[C:6](=[C:7]([C:12]([NH:14][C:15]3[C:20]([F:21])=[CH:19][CH:18]=[C:17]([N:22](CC4C=CC(OC)=CC=4)[S:23]([CH2:26][CH2:27][CH3:28])(=[O:25])=[O:24])[C:16]=3[O:38][CH3:39])=[O:13])[CH:8]=[CH:9][CH:10]=2)[N:5]=[CH:4][N:3]=1.C(Cl)Cl.FC(F)(F)C(O)=O. (2) Given the product [CH3:13][O:14][C:15](=[O:43])[C:16]1[CH:21]=[C:20]([C:22](=[O:38])[C:23]2[CH:28]=[CH:27][C:26]([N:29]([C:31]3[CH:32]=[CH:33][C:34]([Cl:37])=[CH:35][CH:36]=3)[CH3:30])=[CH:25][N:24]=2)[CH:19]=[CH:18][C:17]=1[C:6](=[O:7])[C:5]1[CH:9]=[CH:10][CH:11]=[C:3]([CH:2]([Cl:12])[Cl:1])[CH:4]=1, predict the reactants needed to synthesize it. The reactants are: [Cl:1][CH:2]([Cl:12])[C:3]1[CH:4]=[C:5]([CH:9]=[CH:10][CH:11]=1)[C:6](Cl)=[O:7].[CH3:13][O:14][C:15](=[O:43])[C:16]1[CH:21]=[C:20]([C:22](=[O:38])[C:23]2[CH:28]=[CH:27][C:26]([N:29]([C:31]3[CH:36]=[CH:35][C:34]([Cl:37])=[CH:33][CH:32]=3)[CH3:30])=[CH:25][N:24]=2)[CH:19]=[CH:18][C:17]=1[Sn](C)(C)C. (3) Given the product [F:17][C:11]1[C:12]([F:16])=[CH:13][CH:14]=[CH:15][C:10]=1[C:5]1[CH:6]=[C:7]2[C:8]([NH2:9])=[N:4][NH:3][C:2]2=[N:19][N:20]=1, predict the reactants needed to synthesize it. The reactants are: Cl[C:2]1[N:3]=[N:4][C:5]([C:10]2[CH:15]=[CH:14][CH:13]=[C:12]([F:16])[C:11]=2[F:17])=[CH:6][C:7]=1[C:8]#[N:9].O.[NH2:19][NH2:20]. (4) Given the product [NH2:1][C:2]1[C:10]2[C:9]([CH3:11])=[C:8]([CH3:12])[N:7]=[N:6][C:5]=2[S:4][C:3]=1[C:13]([NH:59][CH2:58][C:55]1[CH:56]=[CH:57][C:52]([S:51]([F:63])([F:50])([F:60])([F:61])[F:62])=[CH:53][CH:54]=1)=[O:15], predict the reactants needed to synthesize it. The reactants are: [NH2:1][C:2]1[C:10]2[C:9]([CH3:11])=[C:8]([CH3:12])[N:7]=[N:6][C:5]=2[S:4][C:3]=1[C:13]([OH:15])=O.C(N(CC)C(C)C)(C)C.CN(C(ON1N=NC2C=CC=NC1=2)=[N+](C)C)C.F[P-](F)(F)(F)(F)F.Cl.[F:50][S:51]([F:63])([F:62])([F:61])([F:60])[C:52]1[CH:57]=[CH:56][C:55]([CH2:58][NH2:59])=[CH:54][CH:53]=1. (5) Given the product [CH2:1]([C@H:8]1[N:13]([C:14](=[O:25])[CH2:15][CH2:16][C:17]2[CH:22]=[C:21]([CH3:23])[CH:20]=[CH:19][C:18]=2[O:24][C:40]2[CH:47]=[CH:46][C:45]([CH3:48])=[CH:44][C:41]=2[CH:42]=[O:43])[CH2:12][CH2:11][N:10]([C:26]([O:28][C:29]([CH3:32])([CH3:31])[CH3:30])=[O:27])[CH2:9]1)[C:2]1[CH:7]=[CH:6][CH:5]=[CH:4][CH:3]=1, predict the reactants needed to synthesize it. The reactants are: [CH2:1]([C@H:8]1[N:13]([C:14](=[O:25])[CH2:15][CH2:16][C:17]2[CH:22]=[C:21]([CH3:23])[CH:20]=[CH:19][C:18]=2[OH:24])[CH2:12][CH2:11][N:10]([C:26]([O:28][C:29]([CH3:32])([CH3:31])[CH3:30])=[O:27])[CH2:9]1)[C:2]1[CH:7]=[CH:6][CH:5]=[CH:4][CH:3]=1.C(=O)([O-])[O-].[K+].[K+].F[C:40]1[CH:47]=[CH:46][C:45]([CH3:48])=[CH:44][C:41]=1[CH:42]=[O:43]. (6) Given the product [O:1]([CH:8]([C:10]1[CH:11]=[CH:12][C:13]([C:14]([OH:16])=[O:15])=[CH:18][CH:19]=1)[CH3:9])[C:2]1[CH:3]=[CH:4][CH:5]=[CH:6][CH:7]=1, predict the reactants needed to synthesize it. The reactants are: [O:1]([CH:8]([C:10]1[CH:19]=[CH:18][C:13]([C:14]([O:16]C)=[O:15])=[CH:12][CH:11]=1)[CH3:9])[C:2]1[CH:7]=[CH:6][CH:5]=[CH:4][CH:3]=1.O.[OH-].[Li+].O1CCCC1.Cl.